Dataset: HIV replication inhibition screening data with 41,000+ compounds from the AIDS Antiviral Screen. Task: Binary Classification. Given a drug SMILES string, predict its activity (active/inactive) in a high-throughput screening assay against a specified biological target. The drug is CC(C)(C)OC(=O)N(CCCCNC(=O)c1ccccc1)CCCNC(=O)c1ccccc1. The result is 0 (inactive).